This data is from Catalyst prediction with 721,799 reactions and 888 catalyst types from USPTO. The task is: Predict which catalyst facilitates the given reaction. (1) Reactant: [N+:1]([C:4]1[C:5](=[O:12])[N:6]([CH3:11])[CH:7]=[CH:8][C:9]=1[OH:10])([O-:3])=[O:2].C([O-])([O-])=O.[K+].[K+].[CH2:19](Br)[C:20]1[CH:25]=[CH:24][CH:23]=[CH:22][CH:21]=1. Product: [CH3:11][N:6]1[CH:7]=[CH:8][C:9]([O:10][CH2:19][C:20]2[CH:25]=[CH:24][CH:23]=[CH:22][CH:21]=2)=[C:4]([N+:1]([O-:3])=[O:2])[C:5]1=[O:12]. The catalyst class is: 23. (2) Reactant: [C:1]([O:5][C:6]([N:8]1[CH2:13][CH2:12][C:11]([C:24](=O)[NH2:25])([C:14]([O:16][CH2:17][C:18]2[CH:23]=[CH:22][CH:21]=[CH:20][CH:19]=2)=[O:15])[CH2:10][CH2:9]1)=[O:7])([CH3:4])([CH3:3])[CH3:2].COC1C=CC(P2(SP(C3C=CC(OC)=CC=3)(=S)S2)=[S:36])=CC=1.O. Product: [C:1]([O:5][C:6]([N:8]1[CH2:13][CH2:12][C:11]([C:24](=[S:36])[NH2:25])([C:14]([O:16][CH2:17][C:18]2[CH:23]=[CH:22][CH:21]=[CH:20][CH:19]=2)=[O:15])[CH2:10][CH2:9]1)=[O:7])([CH3:4])([CH3:3])[CH3:2]. The catalyst class is: 11. (3) Reactant: [Cl:1][C:2]1[CH:7]=[CH:6][C:5]([C:8]2[C:14]3[CH:15]=[C:16]([OH:19])[CH:17]=[CH:18][C:13]=3[N:12]3[C:20]([CH3:23])=[N:21][N:22]=[C:11]3[C@H:10]([CH2:24][C:25](O)=[O:26])[N:9]=2)=[CH:4][CH:3]=1.Cl.[CH2:29]([NH2:31])[CH3:30].CN(C(ON1N=NC2C=CC=NC1=2)=[N+](C)C)C.F[P-](F)(F)(F)(F)F.CCN(C(C)C)C(C)C. Product: [Cl:1][C:2]1[CH:3]=[CH:4][C:5]([C:8]2[C:14]3[CH:15]=[C:16]([OH:19])[CH:17]=[CH:18][C:13]=3[N:12]3[C:20]([CH3:23])=[N:21][N:22]=[C:11]3[C@H:10]([CH2:24][C:25]([NH:31][CH2:29][CH3:30])=[O:26])[N:9]=2)=[CH:6][CH:7]=1. The catalyst class is: 31. (4) Reactant: O[CH2:2][C:3]1([CH2:12][OH:13])[CH2:7][C:6]2([O:11][CH2:10][CH2:9][O:8]2)[CH2:5][CH2:4]1.C([Li])CCC.C1(C)C=CC(S(Cl)(=O)=O)=CC=1.C[O-].[Na+].CO.[NH4+].[Cl-]. Product: [CH2:9]1[O:8][C:6]2([CH2:5][CH2:4][C:3]3([CH2:2][O:13][CH2:12]3)[CH2:7]2)[O:11][CH2:10]1. The catalyst class is: 7. (5) Reactant: Cl[C:2]1[CH:3]=[C:4]([NH:10][CH:11]2[CH2:14][N:13]([C:15]([O:17][C:18]([CH3:21])([CH3:20])[CH3:19])=[O:16])[CH2:12]2)[C:5]([O:8][CH3:9])=[N:6][CH:7]=1.[F:22][C:23]1[CH:28]=[C:27](B2OC(C)(C)C(C)(C)O2)[CH:26]=[CH:25][N:24]=1.[O-]P([O-])([O-])=O.[K+].[K+].[K+]. Product: [F:22][C:23]1[CH:28]=[C:27]([C:2]2[CH:7]=[N:6][C:5]([O:8][CH3:9])=[C:4]([NH:10][CH:11]3[CH2:14][N:13]([C:15]([O:17][C:18]([CH3:21])([CH3:20])[CH3:19])=[O:16])[CH2:12]3)[CH:3]=2)[CH:26]=[CH:25][N:24]=1. The catalyst class is: 38.